This data is from Forward reaction prediction with 1.9M reactions from USPTO patents (1976-2016). The task is: Predict the product of the given reaction. (1) Given the reactants [OH:1][C:2]1[CH:15]=[CH:14][C:5]([CH2:6][CH:7]2[S:11][C:10](=[O:12])[NH:9][C:8]2=[O:13])=[CH:4][CH:3]=1.CC(C)([O-])C.[K+].[CH3:22][O:23]/[N:24]=[C:25](/[C:28]1[CH:33]=[CH:32][C:31]([CH2:34][CH3:35])=[CH:30][N:29]=1)\[CH2:26]Br.Cl, predict the reaction product. The product is: [CH2:34]([C:31]1[CH:32]=[CH:33][C:28]([C:25](=[N:24][O:23][CH3:22])[CH2:26][O:1][C:2]2[CH:15]=[CH:14][C:5]([CH2:6][CH:7]3[S:11][C:10](=[O:12])[NH:9][C:8]3=[O:13])=[CH:4][CH:3]=2)=[N:29][CH:30]=1)[CH3:35]. (2) Given the reactants [F:1][C:2]([F:17])([F:16])[C:3]1[CH:8]=[CH:7][CH:6]=[C:5]([C:9]([F:12])([F:11])[F:10])[C:4]=1[CH2:13][C:14]#[N:15].[CH2:18](N)[CH2:19][NH2:20], predict the reaction product. The product is: [F:1][C:2]([F:16])([F:17])[C:3]1[CH:8]=[CH:7][CH:6]=[C:5]([C:9]([F:10])([F:11])[F:12])[C:4]=1[CH2:13][C:14]1[NH:20][CH2:19][CH2:18][N:15]=1. (3) The product is: [O:12]1[C:13]2[CH:19]=[CH:18][CH:17]=[CH:16][C:14]=2[NH:15][C:11]1=[C:8]([C:9]#[N:10])[C:6]1[CH:5]=[CH:4][N:3]=[C:2]([NH:1][C:28]([CH:25]2[CH2:26][CH2:27][N:22]([CH3:21])[CH2:23][CH2:24]2)=[O:29])[N:7]=1. Given the reactants [NH2:1][C:2]1[N:7]=[C:6]([C:8](=[C:11]2[NH:15][C:14]3[CH:16]=[CH:17][CH:18]=[CH:19][C:13]=3[O:12]2)[C:9]#[N:10])[CH:5]=[CH:4][N:3]=1.Cl.[CH3:21][N:22]1[CH2:27][CH2:26][CH:25]([C:28](O)=[O:29])[CH2:24][CH2:23]1.[I-].ClC1C=CC=C[N+]=1C.CCN(C(C)C)C(C)C, predict the reaction product. (4) Given the reactants S1[CH:5]=[CH:4][C:3]([C:6]2[S:10][C:9]([NH:11][C:12]3[CH:17]=[CH:16][C:15]([OH:18])=[CH:14][CH:13]=3)=[N:8][CH:7]=2)=[CH:2]1.[Br:19][C:20]1C=C(CC=O)C=C[CH:25]=1, predict the reaction product. The product is: [Br:19][C:20]1[CH:2]=[C:3]([C:6]2[S:10][C:9]([NH:11][C:12]3[CH:17]=[CH:16][C:15]([OH:18])=[CH:14][CH:13]=3)=[N:8][CH:7]=2)[CH:4]=[CH:5][CH:25]=1. (5) Given the reactants [CH3:1][O:2][C:3]1[CH:10]=[C:9]([CH2:11][CH2:12][O:13][CH2:14][O:15][CH3:16])[C:8]([O:17][CH3:18])=[CH:7][C:4]=1[CH:5]=O.C([O-])(=O)C.[NH4+].[N+:24]([CH2:27][CH3:28])([O-:26])=[O:25], predict the reaction product. The product is: [CH3:18][O:17][C:8]1[CH:7]=[C:4]([CH:5]=[C:27]([N+:24]([O-:26])=[O:25])[CH3:28])[C:3]([O:2][CH3:1])=[CH:10][C:9]=1[CH2:11][CH2:12][O:13][CH2:14][O:15][CH3:16]. (6) Given the reactants Br[C:2]1[CH:3]=[C:4]2[CH2:10][C@@:9]3([CH2:15][N:14]4[CH2:16][CH2:17][CH:11]3[CH2:12][CH2:13]4)[O:8][C:5]2=[N:6][CH:7]=1.[CH:18]([C:20]1[S:24][C:23](B(O)O)=[CH:22][CH:21]=1)=[O:19].C([O-])([O-])=O.[Na+].[Na+].N#N, predict the reaction product. The product is: [O:8]1[C:5]2=[N:6][CH:7]=[C:2]([C:23]3[S:24][C:20]([CH:18]=[O:19])=[CH:21][CH:22]=3)[CH:3]=[C:4]2[CH2:10][C@:9]21[CH2:15][N:14]1[CH2:16][CH2:17][CH:11]2[CH2:12][CH2:13]1. (7) Given the reactants [C:1](Cl)(=[O:6])[CH2:2][C:3](Cl)=[O:4].[CH2:8]([O:10][C:11](=[O:23])[CH:12]=[C:13]1[NH:17][CH2:16][CH:15]2[O:18][C:19]([CH3:22])([CH3:21])[O:20][CH:14]12)[CH3:9], predict the reaction product. The product is: [CH2:8]([O:10][C:11]([C:12]1[C:1]([OH:6])=[CH:2][C:3](=[O:4])[N:17]2[C:13]=1[CH:14]1[O:20][C:19]([CH3:22])([CH3:21])[O:18][CH:15]1[CH2:16]2)=[O:23])[CH3:9]. (8) Given the reactants [NH:1]1[CH2:6][CH2:5][CH:4]([N:7]2[CH:11]=[C:10]([NH:12][C:13](=[O:30])[CH:14]([NH:18][C:19](=[O:29])[CH2:20][C:21]3[CH:26]=[C:25]([F:27])[CH:24]=[C:23]([F:28])[CH:22]=3)[CH2:15][CH2:16][CH3:17])[N:9]=[CH:8]2)[CH2:3][CH2:2]1.[C:31]([CH2:35][C:36](Cl)=[O:37])([CH3:34])([CH3:33])[CH3:32], predict the reaction product. The product is: [CH3:32][C:31]([CH3:34])([CH3:33])[CH2:35][C:36]([N:1]1[CH2:6][CH2:5][CH:4]([N:7]2[CH:11]=[C:10]([NH:12][C:13](=[O:30])[CH:14]([NH:18][C:19](=[O:29])[CH2:20][C:21]3[CH:26]=[C:25]([F:27])[CH:24]=[C:23]([F:28])[CH:22]=3)[CH2:15][CH2:16][CH3:17])[N:9]=[CH:8]2)[CH2:3][CH2:2]1)=[O:37].